From a dataset of Full USPTO retrosynthesis dataset with 1.9M reactions from patents (1976-2016). Predict the reactants needed to synthesize the given product. (1) Given the product [Cl:31][C:29]1[C:28]([I:32])=[CH:27][C:22]([C:23]([O:25][CH3:26])=[O:24])=[C:21]([NH:20][C:11](=[O:13])[CH2:10][S:7]([C:1]2[CH:2]=[CH:3][CH:4]=[CH:5][CH:6]=2)(=[O:8])=[O:9])[CH:30]=1, predict the reactants needed to synthesize it. The reactants are: [C:1]1([S:7]([CH2:10][C:11]([OH:13])=O)(=[O:9])=[O:8])[CH:6]=[CH:5][CH:4]=[CH:3][CH:2]=1.C(Cl)(=O)C(Cl)=O.[NH2:20][C:21]1[CH:30]=[C:29]([Cl:31])[C:28]([I:32])=[CH:27][C:22]=1[C:23]([O:25][CH3:26])=[O:24].C(N(CC)CC)C. (2) Given the product [Cl:1][C:2]1[CH:7]=[CH:6][C:5]([N:8]([CH2:22][C:23]2[NH:27][N:26]=[N:25][N:24]=2)[S:9]([C:12]2[CH:17]=[CH:16][C:15]([O:18][CH3:19])=[C:14]([O:20][CH3:21])[CH:13]=2)(=[O:10])=[O:11])=[C:4]([CH:28]([C:29]2[CH:34]=[CH:33][CH:32]=[CH:31][C:30]=2[Cl:35])[OH:36])[CH:3]=1, predict the reactants needed to synthesize it. The reactants are: [Cl:1][C:2]1[CH:7]=[CH:6][C:5]([N:8]([CH2:22][C:23]2[NH:27][N:26]=[N:25][N:24]=2)[S:9]([C:12]2[CH:17]=[CH:16][C:15]([O:18][CH3:19])=[C:14]([O:20][CH3:21])[CH:13]=2)(=[O:11])=[O:10])=[C:4]([C:28](=[O:36])[C:29]2[CH:34]=[CH:33][CH:32]=[CH:31][C:30]=2[Cl:35])[CH:3]=1.[BH4-].[Na+]. (3) Given the product [Cl:14][C:10]1[CH:9]=[C:8]([C:6]2[N:7]=[C:2]([NH:18][C:19]3[CH:20]=[CH:21][C:22]([CH2:25][C:26](=[O:28])[CH3:27])=[CH:23][CH:24]=3)[C:3]3[CH2:17][CH2:16][CH2:15][C:4]=3[N:5]=2)[CH:13]=[CH:12][CH:11]=1, predict the reactants needed to synthesize it. The reactants are: Cl[C:2]1[C:3]2[CH2:17][CH2:16][CH2:15][C:4]=2[N:5]=[C:6]([C:8]2[CH:13]=[CH:12][CH:11]=[C:10]([Cl:14])[CH:9]=2)[N:7]=1.[NH2:18][C:19]1[CH:24]=[CH:23][C:22]([CH2:25][C:26](=[O:28])[CH3:27])=[CH:21][CH:20]=1.